This data is from Reaction yield outcomes from USPTO patents with 853,638 reactions. The task is: Predict the reaction yield, written as a fraction of the theoretical maximum amount of product (1.0 means a 100% yield; for example, 0.34 means a 34% yield). (1) The reactants are C[O:2][C:3]([C:5]1[C:6]([C:11]2[CH:16]=[CH:15][CH:14]=[CH:13][C:12]=2[O:17][C:18]([F:21])([F:20])[F:19])=[N:7][O:8][C:9]=1[NH2:10])=[O:4].[OH-].[Na+]. The catalyst is CO. The product is [NH2:10][C:9]1[O:8][N:7]=[C:6]([C:11]2[CH:16]=[CH:15][CH:14]=[CH:13][C:12]=2[O:17][C:18]([F:20])([F:21])[F:19])[C:5]=1[C:3]([OH:4])=[O:2]. The yield is 0.700. (2) The reactants are [C:1](Cl)(=[O:5])C(Cl)=O.[Cl:7][C:8]1[CH:16]=[CH:15][C:14]([N:17]2[CH:21]=[CH:20][CH:19]=[CH:18]2)=[CH:13][C:9]=1[C:10]([NH2:12])=[O:11].[NH2:22][C:23]1[S:24][C:25]2[CH:31]=[C:30]([S:32]([C@H:35]3[CH2:39][CH2:38][N:37](C(OC(C)(C)C)=O)[CH2:36]3)(=[O:34])=[O:33])[CH:29]=[CH:28][C:26]=2[N:27]=1. The catalyst is C1COCC1. The product is [Cl:7][C:8]1[CH:16]=[CH:15][C:14]([N:17]2[CH:21]=[CH:20][CH:19]=[CH:18]2)=[CH:13][C:9]=1[C:10]([NH:12][C:1](=[O:5])[NH:22][C:23]1[S:24][C:25]2[CH:31]=[C:30]([S:32]([C@H:35]3[CH2:39][CH2:38][NH:37][CH2:36]3)(=[O:34])=[O:33])[CH:29]=[CH:28][C:26]=2[N:27]=1)=[O:11]. The yield is 0.220. (3) The reactants are [CH2:1]([N:3]1[C:7]2[N:8]=[C:9]([C:18]3[CH:23]=[CH:22][C:21]([NH:24][C:25]([NH:27][C:28]4[CH:36]=[CH:35][C:31]([C:32]([OH:34])=O)=[CH:30][CH:29]=4)=[O:26])=[CH:20][CH:19]=3)[N:10]=[C:11]([N:12]3[CH2:17][CH2:16][O:15][CH2:14][CH2:13]3)[C:6]=2[CH:5]=[CH:4]1)[CH3:2].[CH3:37][N:38]([CH3:45])[CH:39]1[CH2:44][CH2:43][NH:42][CH2:41][CH2:40]1. No catalyst specified. The product is [CH3:37][N:38]([CH3:45])[CH:39]1[CH2:44][CH2:43][N:42]([C:32]([C:31]2[CH:35]=[CH:36][C:28]([NH:27][C:25]([NH:24][C:21]3[CH:22]=[CH:23][C:18]([C:9]4[N:10]=[C:11]([N:12]5[CH2:17][CH2:16][O:15][CH2:14][CH2:13]5)[C:6]5[CH:5]=[CH:4][N:3]([CH2:1][CH3:2])[C:7]=5[N:8]=4)=[CH:19][CH:20]=3)=[O:26])=[CH:29][CH:30]=2)=[O:34])[CH2:41][CH2:40]1. The yield is 0.700. (4) The reactants are [CH3:1][O:2][C:3]1[CH:4]=[C:5]([CH:21]=[CH:22][CH:23]=1)[CH2:6][N:7]1[C:15]2[CH2:14][CH2:13][CH2:12][CH2:11][C:10]=2[C:9]2[C:16](O)=[N:17][CH:18]=[N:19][C:8]1=2.P(Cl)(Cl)([Cl:26])=O. No catalyst specified. The product is [Cl:26][C:16]1[C:9]2[C:10]3[CH2:11][CH2:12][CH2:13][CH2:14][C:15]=3[N:7]([CH2:6][C:5]3[CH:21]=[CH:22][CH:23]=[C:3]([O:2][CH3:1])[CH:4]=3)[C:8]=2[N:19]=[CH:18][N:17]=1. The yield is 0.700. (5) The reactants are [NH2:1][C@H:2]([C:5]([OH:7])=[O:6])[CH2:3][SH:4].Cl[C:9](Cl)([O:11]C(=O)OC(Cl)(Cl)Cl)Cl.C(#N)C. The catalyst is [OH-].[Na+].O1CCOCC1. The product is [O:11]=[C:9]1[NH:1][C@@H:2]([C:5]([OH:7])=[O:6])[CH2:3][S:4]1. The yield is 0.830.